This data is from NCI-60 drug combinations with 297,098 pairs across 59 cell lines. The task is: Regression. Given two drug SMILES strings and cell line genomic features, predict the synergy score measuring deviation from expected non-interaction effect. (1) Drug 1: C1CC(C1)(C(=O)O)C(=O)O.[NH2-].[NH2-].[Pt+2]. Drug 2: CC1C(C(CC(O1)OC2CC(CC3=C2C(=C4C(=C3O)C(=O)C5=CC=CC=C5C4=O)O)(C(=O)C)O)N)O. Cell line: NCI-H522. Synergy scores: CSS=57.8, Synergy_ZIP=-1.11, Synergy_Bliss=0.714, Synergy_Loewe=2.43, Synergy_HSA=4.06. (2) Drug 1: CC1C(C(CC(O1)OC2CC(CC3=C2C(=C4C(=C3O)C(=O)C5=C(C4=O)C(=CC=C5)OC)O)(C(=O)C)O)N)O.Cl. Drug 2: C(=O)(N)NO. Cell line: SF-295. Synergy scores: CSS=44.0, Synergy_ZIP=8.79, Synergy_Bliss=7.81, Synergy_Loewe=-3.48, Synergy_HSA=10.2. (3) Synergy scores: CSS=37.0, Synergy_ZIP=1.56, Synergy_Bliss=0.733, Synergy_Loewe=-6.34, Synergy_HSA=3.15. Drug 1: CC1=C2C(C(=O)C3(C(CC4C(C3C(C(C2(C)C)(CC1OC(=O)C(C(C5=CC=CC=C5)NC(=O)OC(C)(C)C)O)O)OC(=O)C6=CC=CC=C6)(CO4)OC(=O)C)OC)C)OC. Cell line: T-47D. Drug 2: C1CCC(CC1)NC(=O)N(CCCl)N=O. (4) Cell line: HL-60(TB). Synergy scores: CSS=70.0, Synergy_ZIP=-0.485, Synergy_Bliss=-1.49, Synergy_Loewe=-2.58, Synergy_HSA=0.454. Drug 2: C1C(C(OC1N2C=NC3=C(N=C(N=C32)Cl)N)CO)O. Drug 1: C1=CC(=C2C(=C1NCCNCCO)C(=O)C3=C(C=CC(=C3C2=O)O)O)NCCNCCO. (5) Drug 1: CC(CN1CC(=O)NC(=O)C1)N2CC(=O)NC(=O)C2. Drug 2: CC1C(C(CC(O1)OC2CC(OC(C2O)C)OC3=CC4=CC5=C(C(=O)C(C(C5)C(C(=O)C(C(C)O)O)OC)OC6CC(C(C(O6)C)O)OC7CC(C(C(O7)C)O)OC8CC(C(C(O8)C)O)(C)O)C(=C4C(=C3C)O)O)O)O. Cell line: UACC62. Synergy scores: CSS=22.0, Synergy_ZIP=-3.71, Synergy_Bliss=5.95, Synergy_Loewe=8.30, Synergy_HSA=8.04.